Dataset: Catalyst prediction with 721,799 reactions and 888 catalyst types from USPTO. Task: Predict which catalyst facilitates the given reaction. (1) Reactant: [Li]CCCC.[N:6]1([C:11]2[CH:31]=[CH:30][C:14]([CH2:15][C:16]3[C:17]([O:28][CH3:29])=[N:18][C:19]4[C:24]([C:25]=3[Cl:26])=[CH:23][C:22](Br)=[CH:21][CH:20]=4)=[CH:13][CH:12]=2)[CH:10]=[CH:9][CH:8]=[N:7]1.[N:32]1[CH:37]=[CH:36][CH:35]=[C:34]([C:38]([C:40]2[CH:45]=[CH:44][C:43]([C:46]([F:49])([F:48])[F:47])=[CH:42][CH:41]=2)=[O:39])[CH:33]=1. Product: [N:6]1([C:11]2[CH:31]=[CH:30][C:14]([CH2:15][C:16]3[C:17]([O:28][CH3:29])=[N:18][C:19]4[C:24]([C:25]=3[Cl:26])=[CH:23][C:22]([C:38]([C:34]3[CH:33]=[N:32][CH:37]=[CH:36][CH:35]=3)([C:40]3[CH:41]=[CH:42][C:43]([C:46]([F:47])([F:48])[F:49])=[CH:44][CH:45]=3)[OH:39])=[CH:21][CH:20]=4)=[CH:13][CH:12]=2)[CH:10]=[CH:9][CH:8]=[N:7]1. The catalyst class is: 1. (2) Reactant: [Cl:1][C:2]1[CH:3]=[C:4]([CH2:8][C:9]([OH:11])=O)[CH:5]=[CH:6][CH:7]=1.Cl.CN(C)CCCN=C=NCC.N1(O)C2C=CC=CC=2N=N1.[CH2:34]([N:38]1[C:46]2[N:45]=[C:44]([Cl:47])[NH:43][C:42]=2[C:41](=[O:48])[N:40]([CH2:49][CH2:50][CH2:51]/[C:52](=[N:55]/[H])/[NH:53]O)[C:39]1=[O:57])[CH2:35][CH2:36][CH3:37]. Product: [CH2:34]([N:38]1[C:46]2[N:45]=[C:44]([Cl:47])[NH:43][C:42]=2[C:41](=[O:48])[N:40]([CH2:49][CH2:50][CH2:51][C:52]2[N:53]=[C:9]([CH2:8][C:4]3[CH:5]=[CH:6][CH:7]=[C:2]([Cl:1])[CH:3]=3)[O:11][N:55]=2)[C:39]1=[O:57])[CH2:35][CH2:36][CH3:37]. The catalyst class is: 60. (3) Reactant: [Cl:1][C:2]([Cl:8])([Cl:7])[C:3](=N)OC.[Cl:9][C:10]1[CH:15]=[CH:14][C:13]([NH:16][C:17]2[C:22]([NH2:23])=[CH:21][CH:20]=[CH:19][N:18]=2)=[CH:12][C:11]=1[F:24]. Product: [Cl:9][C:10]1[CH:15]=[CH:14][C:13]([N:16]2[C:17]3=[N:18][CH:19]=[CH:20][CH:21]=[C:22]3[N:23]=[C:3]2[C:2]([Cl:8])([Cl:7])[Cl:1])=[CH:12][C:11]=1[F:24]. The catalyst class is: 15. (4) Reactant: [CH2:1]([O:8][CH2:9][CH2:10][C:11]1[N:12]([CH2:24][C:25]([F:28])([CH3:27])[CH3:26])[C:13]2[C:22]3[N:21]=[CH:20][CH:19]=[CH:18][C:17]=3[N:16]=[CH:15][C:14]=2[N:23]=1)[C:2]1[CH:7]=[CH:6][CH:5]=[CH:4][CH:3]=1.ClC1C=C(C=CC=1)C(OO)=[O:34].C([O-])([O-])=O.[Na+].[Na+]. Product: [CH2:1]([O:8][CH2:9][CH2:10][C:11]1[N:12]([CH2:24][C:25]([F:28])([CH3:26])[CH3:27])[C:13]2[C:22]3[N:21]=[CH:20][CH:19]=[CH:18][C:17]=3[N+:16]([O-:34])=[CH:15][C:14]=2[N:23]=1)[C:2]1[CH:7]=[CH:6][CH:5]=[CH:4][CH:3]=1. The catalyst class is: 2.